From a dataset of Forward reaction prediction with 1.9M reactions from USPTO patents (1976-2016). Predict the product of the given reaction. (1) Given the reactants C(OC([N:8]1[CH2:13][CH2:12][CH:11]([N:14]([CH2:19][C:20]2[CH:25]=[CH:24][CH:23]=[C:22]([C:26]3[C:31]([F:32])=[CH:30][N:29]=[C:28](Cl)[N:27]=3)[CH:21]=2)[S:15]([CH3:18])(=[O:17])=[O:16])[CH2:10][CH2:9]1)=O)(C)(C)C.[Cl:34][C:35]1[CH:36]=[C:37]([CH2:41][CH2:42][NH2:43])[CH:38]=[CH:39][CH:40]=1, predict the reaction product. The product is: [Cl:34][C:35]1[CH:36]=[C:37]([CH2:41][CH2:42][NH:43][C:28]2[N:27]=[C:26]([C:22]3[CH:21]=[C:20]([CH:25]=[CH:24][CH:23]=3)[CH2:19][N:14]([CH:11]3[CH2:12][CH2:13][NH:8][CH2:9][CH2:10]3)[S:15]([CH3:18])(=[O:17])=[O:16])[C:31]([F:32])=[CH:30][N:29]=2)[CH:38]=[CH:39][CH:40]=1. (2) Given the reactants [C:1]([N:4]1[C:13]2[C:8](=[CH:9][C:10]([Br:14])=[CH:11][CH:12]=2)[CH:7]([NH:15]C=O)[CH2:6][CH:5]1[CH2:18][CH3:19])(=[O:3])[CH3:2].Cl.C([O-])(O)=O.[Na+], predict the reaction product. The product is: [C:1]([N:4]1[C:13]2[C:8](=[CH:9][C:10]([Br:14])=[CH:11][CH:12]=2)[C@H:7]([NH2:15])[CH2:6][C@@H:5]1[CH2:18][CH3:19])(=[O:3])[CH3:2]. (3) Given the reactants [CH2:1]([NH:8][C:9](=[O:36])[N:10]([CH2:13][C:14]1[CH:19]=[C:18]([C:20]([F:23])([F:22])[F:21])[CH:17]=[CH:16][C:15]=1[C:24]1[C:29]([O:30][CH3:31])=[CH:28][CH:27]=[C:26]([CH2:32][C:33]([OH:35])=[O:34])[CH:25]=1)[CH2:11][CH3:12])[C:2]1[CH:7]=[CH:6][CH:5]=[CH:4][CH:3]=1.[OH-].[K+].[NH2:39][C@H:40]([C:48]([OH:50])=[O:49])[CH2:41][CH2:42][CH2:43][NH:44][C:45](=[NH:47])[NH2:46], predict the reaction product. The product is: [NH2:39][C@H:40]([C:48]([OH:50])=[O:49])[CH2:41][CH2:42][CH2:43][NH:44][C:45](=[NH:46])[NH2:47].[CH2:1]([NH:8][C:9](=[O:36])[N:10]([CH2:13][C:14]1[CH:19]=[C:18]([C:20]([F:22])([F:23])[F:21])[CH:17]=[CH:16][C:15]=1[C:24]1[C:29]([O:30][CH3:31])=[CH:28][CH:27]=[C:26]([CH2:32][C:33]([OH:35])=[O:34])[CH:25]=1)[CH2:11][CH3:12])[C:2]1[CH:3]=[CH:4][CH:5]=[CH:6][CH:7]=1. (4) Given the reactants [Br:1][C:2]1[CH:7]=[CH:6][C:5]([CH:8]([CH3:22])[C:9]([C:15]2[CH:16]=[CH:17][C:18](=[O:21])[NH:19][CH:20]=2)([OH:14])[C:10]([F:13])([F:12])[F:11])=[C:4]([Cl:23])[CH:3]=1.C(=O)([O-])[O-].[K+].[K+].[CH2:30](I)[CH3:31].O, predict the reaction product. The product is: [Br:1][C:2]1[CH:7]=[CH:6][C:5]([CH:8]([CH3:22])[C:9]([C:15]2[CH:16]=[CH:17][C:18](=[O:21])[N:19]([CH2:30][CH3:31])[CH:20]=2)([OH:14])[C:10]([F:13])([F:11])[F:12])=[C:4]([Cl:23])[CH:3]=1. (5) Given the reactants [S:1]1[CH2:6][CH2:5][CH2:4][S:3][CH:2]1[C:7]1[CH:12]=[CH:11][C:10]([OH:13])=[CH:9][CH:8]=1.[Li]CCCC.Br[CH2:20][C:21]1[CH:22]=[C:23]([C:29]2[S:30][CH:31]=[CH:32][CH:33]=2)[CH:24]=[CH:25][C:26]=1[O:27][CH3:28], predict the reaction product. The product is: [CH3:28][O:27][C:26]1[CH:25]=[CH:24][C:23]([C:29]2[S:30][CH:31]=[CH:32][CH:33]=2)=[CH:22][C:21]=1[CH2:20][C:2]1([C:7]2[CH:12]=[CH:11][C:10]([OH:13])=[CH:9][CH:8]=2)[S:3][CH2:4][CH2:5][CH2:6][S:1]1. (6) Given the reactants [CH2:1]([O:3][C:4](=[O:48])[C:5]([CH3:47])([CH3:46])[CH2:6][C:7]1[N:8]([CH2:30][C:31]2[CH:36]=[CH:35][C:34](B3OC(C)(C)C(C)(C)O3)=[CH:33][CH:32]=2)[C:9]2[C:14]([C:15]=1[S:16][C:17]([CH3:20])([CH3:19])[CH3:18])=[CH:13][C:12]([O:21][CH2:22][C:23]1[CH:28]=[CH:27][C:26]([CH3:29])=[CH:25][N:24]=1)=[CH:11][CH:10]=2)[CH3:2].Cl[C:50]1[CH:55]=[CH:54][C:53]([CH2:56][OH:57])=[CH:52][N:51]=1.C(=O)([O-])[O-].[K+].[K+], predict the reaction product. The product is: [CH2:1]([O:3][C:4](=[O:48])[C:5]([CH3:47])([CH3:46])[CH2:6][C:7]1[N:8]([CH2:30][C:31]2[CH:36]=[CH:35][C:34]([C:50]3[CH:55]=[CH:54][C:53]([CH2:56][OH:57])=[CH:52][N:51]=3)=[CH:33][CH:32]=2)[C:9]2[C:14]([C:15]=1[S:16][C:17]([CH3:20])([CH3:18])[CH3:19])=[CH:13][C:12]([O:21][CH2:22][C:23]1[CH:28]=[CH:27][C:26]([CH3:29])=[CH:25][N:24]=1)=[CH:11][CH:10]=2)[CH3:2]. (7) Given the reactants [F:1][C:2]1[CH:22]=[CH:21][C:5]([CH2:6][CH2:7][C:8]2[CH:16]=[CH:15][C:11]([C:12](O)=[O:13])=[CH:10][C:9]=2[C:17]([O:19][CH3:20])=[O:18])=[CH:4][CH:3]=1.O1CCCC1.B, predict the reaction product. The product is: [F:1][C:2]1[CH:22]=[CH:21][C:5]([CH2:6][CH2:7][C:8]2[CH:16]=[CH:15][C:11]([CH2:12][OH:13])=[CH:10][C:9]=2[C:17]([O:19][CH3:20])=[O:18])=[CH:4][CH:3]=1.